Task: Predict the reactants needed to synthesize the given product.. Dataset: Full USPTO retrosynthesis dataset with 1.9M reactions from patents (1976-2016) (1) Given the product [F:36][C:31]1[CH:32]=[CH:33][CH:34]=[CH:35][C:30]=1[C@:21]12[CH2:25][C@@H:24]([O:26][CH3:27])[CH2:23][C@H:22]1[CH2:28][S:19][C:18]([NH2:17])=[N:20]2, predict the reactants needed to synthesize it. The reactants are: C1C2C(COC(=O)[NH:17][C:18]([NH:20][C@@:21]3([C:30]4[CH:35]=[CH:34][CH:33]=[CH:32][C:31]=4[F:36])[CH2:25][C@@H:24]([O:26][CH3:27])[CH2:23][C@H:22]3[CH2:28]O)=[S:19])C3C(=CC=CC=3)C=2C=CC=1. (2) Given the product [CH3:22][C:23]1([CH3:32])[O:27][C@H:26]2[CH2:28][O:29][C:30](=[O:31])[C@H:25]2[O:24]1, predict the reactants needed to synthesize it. The reactants are: [Cr](O[Cr]([O-])(=O)=O)([O-])(=O)=O.[NH+]1C=CC=CC=1.[NH+]1C=CC=CC=1.[CH3:22][C:23]1([CH3:32])[O:27][C@H:26]2[CH2:28][O:29][CH:30]([OH:31])[C@H:25]2[O:24]1. (3) Given the product [Cl:21][CH2:22][CH2:23][CH2:24][CH2:25][CH:26]([C:27]1[NH:39][N:38]=[C:15]([NH:14][C:11]2[CH:12]=[CH:13][C:8]([N:6]3[CH:7]=[C:3]([Cl:2])[N:4]=[CH:5]3)=[C:9]([O:19][CH3:20])[CH:10]=2)[N:16]=1)[C:30]1[CH:35]=[CH:34][C:33]([F:36])=[CH:32][C:31]=1[F:37], predict the reactants needed to synthesize it. The reactants are: I.[Cl:2][C:3]1[N:4]=[CH:5][N:6]([C:8]2[CH:13]=[CH:12][C:11]([NH:14][C:15](SC)=[NH:16])=[CH:10][C:9]=2[O:19][CH3:20])[CH:7]=1.[Cl:21][CH2:22][CH2:23][CH2:24][CH2:25][CH:26]([C:30]1[CH:35]=[CH:34][C:33]([F:36])=[CH:32][C:31]=1[F:37])[C:27](O)=O.[NH2:38][NH2:39].